Dataset: Full USPTO retrosynthesis dataset with 1.9M reactions from patents (1976-2016). Task: Predict the reactants needed to synthesize the given product. (1) Given the product [NH2:1][C:2]1[CH:7]=[CH:6][C:5]([O:8][CH2:18][C@H:17]([NH:19][C:20](=[O:26])[O:21][C:22]([CH3:23])([CH3:25])[CH3:24])[CH3:16])=[C:4]([C:9]2[N:13]([CH3:14])[N:12]=[CH:11][CH:10]=2)[CH:3]=1, predict the reactants needed to synthesize it. The reactants are: [NH2:1][C:2]1[CH:7]=[CH:6][C:5]([OH:8])=[C:4]([C:9]2[N:13]([CH3:14])[N:12]=[CH:11][CH:10]=2)[CH:3]=1.Br[CH2:16][C@H:17]([NH:19][C:20](=[O:26])[O:21][C:22]([CH3:25])([CH3:24])[CH3:23])[CH3:18].C(=O)([O-])[O-].[Cs+].[Cs+]. (2) Given the product [CH2:9]([O:11][C:12]([C:14]1[C:18]([CH3:19])=[C:17]([C:20]2[CH:25]=[CH:24][CH:23]=[CH:22][C:21]=2[C:32]2[O:28][C:29]3[CH:39]=[CH:38][CH:37]=[CH:36][C:30]=3[CH:31]=2)[N:16]([CH3:27])[N:15]=1)=[O:13])[CH3:10], predict the reactants needed to synthesize it. The reactants are: [O-]P([O-])([O-])=O.[K+].[K+].[K+].[CH2:9]([O:11][C:12]([C:14]1[C:18]([CH3:19])=[C:17]([C:20]2[CH:25]=[CH:24][CH:23]=[C:22](Br)[CH:21]=2)[N:16]([CH3:27])[N:15]=1)=[O:13])[CH3:10].[O:28]1[C:32](B(O)O)=[CH:31][C:30]2[CH:36]=[CH:37][CH:38]=[CH:39][C:29]1=2. (3) Given the product [CH2:23]([N:14]1[CH2:13][CH2:12][CH:11]([N:4]2[C:5]3[C:10](=[CH:9][CH:8]=[CH:7][CH:6]=3)[C:2]([CH2:18][C:19]([O:21][CH3:22])=[O:20])([CH3:1])[C:3]2=[O:17])[CH2:16][CH2:15]1)[C:24]1[CH:29]=[CH:28][CH:27]=[CH:26][CH:25]=1, predict the reactants needed to synthesize it. The reactants are: [CH3:1][C:2]1([CH2:18][C:19]([O:21][CH3:22])=[O:20])[C:10]2[C:5](=[CH:6][CH:7]=[CH:8][CH:9]=2)[N:4]([CH:11]2[CH2:16][CH2:15][NH:14][CH2:13][CH2:12]2)[C:3]1=[O:17].[CH:23](=O)[C:24]1[CH:29]=[CH:28][CH:27]=[CH:26][CH:25]=1.C(O[BH-](OC(=O)C)OC(=O)C)(=O)C.[Na+]. (4) The reactants are: [CH3:1][O:2][C:3]1[CH:36]=[CH:35][C:6]([CH2:7][C@@H:8]([NH:27]C(=O)OC(C)(C)C)[C:9](=[O:26])[N:10]2[CH2:13][C:12]([CH2:21][CH2:22][CH2:23][CH2:24][CH3:25])([C:14]3[CH:19]=[CH:18][C:17]([F:20])=[CH:16][CH:15]=3)[CH2:11]2)=[CH:5][CH:4]=1.FC(F)(F)C(O)=O. Given the product [NH2:27][C@H:8]([CH2:7][C:6]1[CH:5]=[CH:4][C:3]([O:2][CH3:1])=[CH:36][CH:35]=1)[C:9]([N:10]1[CH2:11][C:12]([CH2:21][CH2:22][CH2:23][CH2:24][CH3:25])([C:14]2[CH:19]=[CH:18][C:17]([F:20])=[CH:16][CH:15]=2)[CH2:13]1)=[O:26], predict the reactants needed to synthesize it. (5) Given the product [CH2:24]([O:23][C:21]1[CH:20]=[CH:19][C:17]2[NH:18][C:13]([C:4]3[C:3](=[O:33])[N:2]([N:1]=[CH:3][CH:4]([CH3:13])[CH3:5])[C:11]4[C:6]([C:5]=3[OH:12])=[CH:7][CH:8]=[CH:9][CH:10]=4)=[N:14][S:15](=[O:32])(=[O:31])[C:16]=2[CH:22]=1)[C:25]1[CH:26]=[CH:27][CH:28]=[CH:29][CH:30]=1, predict the reactants needed to synthesize it. The reactants are: [NH2:1][N:2]1[C:11]2[C:6](=[CH:7][CH:8]=[CH:9][CH:10]=2)[C:5]([OH:12])=[C:4]([C:13]2[NH:18][C:17]3[CH:19]=[CH:20][C:21]([O:23][CH2:24][C:25]4[CH:30]=[CH:29][CH:28]=[CH:27][CH:26]=4)=[CH:22][C:16]=3[S:15](=[O:32])(=[O:31])[N:14]=2)[C:3]1=[O:33]. (6) Given the product [CH:19]1([CH2:22][NH:23][C:2]2[N:3]=[C:4]([NH:16][CH2:17][CH3:18])[C:5]3[N:11]=[C:10]([NH:23][CH2:22][CH:19]4[CH2:21][CH2:20]4)[N:9]=[C:8]([NH:13][CH2:14][CH3:15])[C:6]=3[N:7]=2)[CH2:21][CH2:20]1, predict the reactants needed to synthesize it. The reactants are: Cl[C:2]1[N:3]=[C:4]([NH:16][CH2:17][CH3:18])[C:5]2[N:11]=[C:10](Cl)[N:9]=[C:8]([NH:13][CH2:14][CH3:15])[C:6]=2[N:7]=1.[CH:19]1([CH2:22][NH2:23])[CH2:21][CH2:20]1. (7) Given the product [CH3:19][C:18]1[C:12]([CH:7]2[CH2:11][CH2:10][CH2:9][CH2:8]2)=[C:13]([OH:14])[N:3]2[N:4]=[CH:5][N:6]=[C:2]2[N:1]=1, predict the reactants needed to synthesize it. The reactants are: [NH2:1][C:2]1[N:6]=[CH:5][NH:4][N:3]=1.[CH:7]1([CH:12]([C:18](=O)[CH3:19])[C:13](OCC)=[O:14])[CH2:11][CH2:10][CH2:9][CH2:8]1.C(N(CCCC)CCCC)CCC. (8) Given the product [C:1]1([C:17]2[CH:22]=[CH:21][CH:20]=[CH:19][CH:18]=2)[C:2]([C:7]([N:9]2[CH2:13][C@H:12]([OH:14])[CH2:11][C@H:10]2[CH2:15][N:27]2[C:23](=[O:33])[C:24]3[C:25](=[CH:29][CH:30]=[CH:31][CH:32]=3)[C:26]2=[O:28])=[O:8])=[CH:3][CH:4]=[CH:5][CH:6]=1.[C:47]1([P:40](=[O:56])([C:34]2[CH:35]=[CH:36][CH:37]=[CH:38][CH:39]=2)[C:41]2[CH:46]=[CH:45][CH:44]=[CH:43][CH:42]=2)[CH:48]=[CH:49][CH:50]=[CH:51][CH:52]=1, predict the reactants needed to synthesize it. The reactants are: [C:1]1([C:17]2[CH:22]=[CH:21][CH:20]=[CH:19][CH:18]=2)[CH:6]=[CH:5][CH:4]=[CH:3][C:2]=1[C:7]([N:9]1[CH2:13][C@H:12]([OH:14])[CH2:11][C@H:10]1[CH2:15]O)=[O:8].[C:23]1(=[O:33])[NH:27][C:26](=[O:28])[C:25]2=[CH:29][CH:30]=[CH:31][CH:32]=[C:24]12.[C:34]1([P:40]([C:47]2[CH:52]=[CH:51][CH:50]=[CH:49][CH:48]=2)[C:41]2[CH:46]=[CH:45][CH:44]=[CH:43][CH:42]=2)[CH:39]=[CH:38][CH:37]=[CH:36][CH:35]=1.N(C(OC(C)C)=O)=NC(OC(C)C)=[O:56]. (9) Given the product [F:29][C:23]1[CH:24]=[CH:25][CH:26]=[C:27]([F:28])[C:22]=1[C:21]([NH:20][C:16]1[CH:17]=[CH:18][CH:19]=[C:14]([C:10]2[N:11]=[CH:12][S:13][C:9]=2[C:7]2[CH:6]=[CH:5][N:4]=[C:3]([NH:39][C:36]3[CH:37]=[CH:38][C:33]([O:32][CH3:31])=[C:34]([N:40]4[CH2:41][CH2:42][N:43]([CH3:46])[CH2:44][CH2:45]4)[CH:35]=3)[N:8]=2)[CH:15]=1)=[O:30].[F:29][C:23]1[CH:24]=[CH:25][CH:26]=[C:27]([F:28])[C:22]=1[C:21]([NH:20][C:16]1[CH:17]=[CH:18][CH:19]=[C:14]([C:10]2[N:11]=[CH:12][S:13][C:9]=2[C:7]2[CH:6]=[CH:5][N:4]=[C:3]([NH:40][C:34]3[CH:35]=[C:36]4[C:37]([CH2:6][CH2:5][NH:4][CH2:3]4)=[CH:38][CH:33]=3)[N:8]=2)[CH:15]=1)=[O:30], predict the reactants needed to synthesize it. The reactants are: [Cl-].Cl[C:3]1[N:8]=[C:7]([C:9]2[S:13][CH:12]=[N:11][C:10]=2[C:14]2[CH:15]=[C:16]([NH:20][C:21](=[O:30])[C:22]3[C:27]([F:28])=[CH:26][CH:25]=[CH:24][C:23]=3[F:29])[CH:17]=[CH:18][CH:19]=2)[CH:6]=[CH:5][N:4]=1.[CH3:31][O:32][C:33]1[CH:38]=[CH:37][C:36]([NH2:39])=[CH:35][C:34]=1[N:40]1[CH2:45][CH2:44][N:43]([CH3:46])[CH2:42][CH2:41]1.